From a dataset of Peptide-MHC class II binding affinity with 134,281 pairs from IEDB. Regression. Given a peptide amino acid sequence and an MHC pseudo amino acid sequence, predict their binding affinity value. This is MHC class II binding data. (1) The MHC is DRB3_0202 with pseudo-sequence DRB3_0202. The binding affinity (normalized) is 0.562. The peptide sequence is ELYYAIYKASPTLAF. (2) The peptide sequence is LSILAILKGLYNFAT. The MHC is DRB1_1101 with pseudo-sequence DRB1_1101. The binding affinity (normalized) is 0.840. (3) The peptide sequence is WQSGSGGVWREMHHL. The MHC is DRB1_0802 with pseudo-sequence DRB1_0802. The binding affinity (normalized) is 0.0775.